From a dataset of Forward reaction prediction with 1.9M reactions from USPTO patents (1976-2016). Predict the product of the given reaction. (1) Given the reactants Cl.O1CCCCC1[O:8][C:9]1[CH:18]=[CH:17][CH:16]=[C:15]2[C:10]=1[CH2:11][CH2:12][CH2:13][N:14]2[CH2:19][CH2:20][CH2:21][O:22][C:23]1[CH:28]=[CH:27][C:26]([O:29][C:30]([F:33])([F:32])[F:31])=[CH:25][CH:24]=1.C(=O)([O-])O.[Na+], predict the reaction product. The product is: [F:32][C:30]([F:31])([F:33])[O:29][C:26]1[CH:27]=[CH:28][C:23]([O:22][CH2:21][CH2:20][CH2:19][N:14]2[C:15]3[CH:16]=[CH:17][CH:18]=[C:9]([OH:8])[C:10]=3[CH2:11][CH2:12][CH2:13]2)=[CH:24][CH:25]=1. (2) Given the reactants C(C1N=C(N2CCC(F)(F)C2)C2N=NN(CC)C=2N=1)(C)(C)C.[C:23]([C:27]1[N:28]=[C:29]([N:36]2[CH2:40][CH2:39][C:38]([F:42])([F:41])[CH2:37]2)[C:30]2[N:35]=[N:34][NH:33][C:31]=2[N:32]=1)([CH3:26])([CH3:25])[CH3:24].Br.Br[CH2:45][C:46]([C:48]1[CH:49]=[N:50][CH:51]=[CH:52][CH:53]=1)=[O:47], predict the reaction product. The product is: [C:23]([C:27]1[N:28]=[C:29]([N:36]2[CH2:40][CH2:39][C:38]([F:41])([F:42])[CH2:37]2)[C:30]2[N:35]=[N:34][N:33]([CH2:45][C:46]([C:48]3[CH:49]=[N:50][CH:51]=[CH:52][CH:53]=3)=[O:47])[C:31]=2[N:32]=1)([CH3:26])([CH3:24])[CH3:25]. (3) Given the reactants [CH2:1]([O:8][C:9]1[CH:10]=[C:11]2[C:15](=[CH:16][CH:17]=1)[NH:14][CH:13]=[CH:12]2)[C:2]1[CH:7]=[CH:6][CH:5]=[CH:4][CH:3]=1.C([BH3-])#N.[Na+].[OH-].[Na+], predict the reaction product. The product is: [CH2:1]([O:8][C:9]1[CH:10]=[C:11]2[C:15](=[CH:16][CH:17]=1)[NH:14][CH2:13][CH2:12]2)[C:2]1[CH:3]=[CH:4][CH:5]=[CH:6][CH:7]=1. (4) Given the reactants [CH3:1][O:2][C:3](=[O:17])[C:4]1[CH:9]=[C:8]([CH:10]2[O:15][CH2:14][CH2:13][CH2:12][O:11]2)[N:7]=[C:6](Cl)[CH:5]=1.C1(P(C2C=CC=CC=2)C2C=CC3C(=CC=CC=3)C=2C2C3C(=CC=CC=3)C=CC=2P(C2C=CC=CC=2)C2C=CC=CC=2)C=CC=CC=1.C(=O)([O-])[O-].[Cs+].[Cs+].[C@@H:70]([NH2:74])([CH2:72][CH3:73])[CH3:71], predict the reaction product. The product is: [CH3:1][O:2][C:3](=[O:17])[C:4]1[CH:9]=[C:8]([CH:10]2[O:15][CH2:14][CH2:13][CH2:12][O:11]2)[N:7]=[C:6]([NH:74][C@H:70]([CH2:72][CH3:73])[CH3:71])[CH:5]=1. (5) The product is: [OH:16][C:12]1[C:13](=[O:15])[NH:14][C:9](/[CH:8]=[CH:7]/[C:1]2[CH:2]=[CH:3][CH:4]=[CH:5][CH:6]=2)=[N:10][CH:11]=1. Given the reactants [C:1]1(/[CH:7]=[CH:8]/[C:9]2[NH:14][C:13](=[O:15])[C:12]([O:16]C3CCCCO3)=[CH:11][N:10]=2)[CH:6]=[CH:5][CH:4]=[CH:3][CH:2]=1.C(=O)([O-])O.[Na+], predict the reaction product. (6) Given the reactants CN(C)CCNC.[Li]CCCC.[CH3:13][O:14][C:15]1[CH:22]=[CH:21][C:18]([CH:19]=[O:20])=[CH:17][N:16]=1.[I:23]I, predict the reaction product. The product is: [I:23][C:21]1[C:18]([CH:19]=[O:20])=[CH:17][N:16]=[C:15]([O:14][CH3:13])[CH:22]=1. (7) Given the reactants [CH3:1][C:2]1([CH3:5])[CH2:4][O:3]1.C([O-])([O-])=O.[Cs+].[Cs+].[Br:12][C:13]1[C:18]([CH3:19])=[CH:17][C:16]([C:20]2[N:21]=[N:22][NH:23][N:24]=2)=[CH:15][C:14]=1[CH3:25], predict the reaction product. The product is: [Br:12][C:13]1[C:18]([CH3:19])=[CH:17][C:16]([C:20]2[N:21]=[N:22][N:23]([CH2:4][C:2]([CH3:5])([OH:3])[CH3:1])[N:24]=2)=[CH:15][C:14]=1[CH3:25].